Dataset: Peptide-MHC class I binding affinity with 185,985 pairs from IEDB/IMGT. Task: Regression. Given a peptide amino acid sequence and an MHC pseudo amino acid sequence, predict their binding affinity value. This is MHC class I binding data. (1) The binding affinity (normalized) is 0.185. The MHC is HLA-A69:01 with pseudo-sequence HLA-A69:01. The peptide sequence is APTGDLPRA. (2) The peptide sequence is GEHWLGRIW. The MHC is HLA-A03:01 with pseudo-sequence HLA-A03:01. The binding affinity (normalized) is 0.0847.